Dataset: Reaction yield outcomes from USPTO patents with 853,638 reactions. Task: Predict the reaction yield, written as a fraction of the theoretical maximum amount of product (1.0 means a 100% yield; for example, 0.34 means a 34% yield). The reactants are [F:1][C:2]([C:5]1[CH:9]=[C:8]([NH:10][C:11](=[O:19])OC2C=CC=CC=2)[N:7]([C:20]2[CH:21]=[N:22][CH:23]=[CH:24][CH:25]=2)[N:6]=1)([F:4])[CH3:3].[CH3:26][O:27][C:28]1[CH:29]=[C:30]2[C:35](=[CH:36][C:37]=1[O:38][CH3:39])[N:34]=[CH:33][N:32]=[C:31]2[O:40][C:41]1[CH:42]=[C:43]([CH:45]=[CH:46][CH:47]=1)[NH2:44]. No catalyst specified. The product is [F:4][C:2]([C:5]1[CH:9]=[C:8]([NH:10][C:11]([NH:44][C:43]2[CH:45]=[CH:46][CH:47]=[C:41]([O:40][C:31]3[C:30]4[C:35](=[CH:36][C:37]([O:38][CH3:39])=[C:28]([O:27][CH3:26])[CH:29]=4)[N:34]=[CH:33][N:32]=3)[CH:42]=2)=[O:19])[N:7]([C:20]2[CH:21]=[N:22][CH:23]=[CH:24][CH:25]=2)[N:6]=1)([F:1])[CH3:3]. The yield is 0.630.